Dataset: CYP2C19 inhibition data for predicting drug metabolism from PubChem BioAssay. Task: Regression/Classification. Given a drug SMILES string, predict its absorption, distribution, metabolism, or excretion properties. Task type varies by dataset: regression for continuous measurements (e.g., permeability, clearance, half-life) or binary classification for categorical outcomes (e.g., BBB penetration, CYP inhibition). Dataset: cyp2c19_veith. (1) The molecule is Nc1ccc(S(=O)(=O)c2ccc(N)cc2)cc1. The result is 0 (non-inhibitor). (2) The drug is CCOc1c(Cl)cc(C(=O)Nc2ccccc2-c2ccccc2)cc1Cl. The result is 1 (inhibitor). (3) The drug is O=C(Nc1cccc(C(F)(F)F)c1)C1CCCN(S(=O)(=O)c2cnc[nH]2)C1. The result is 1 (inhibitor). (4) The drug is O=C1C=C(Nc2ccc(Cl)cc2)CC(c2ccc(Cl)cc2)C1. The result is 1 (inhibitor).